From a dataset of Reaction yield outcomes from USPTO patents with 853,638 reactions. Predict the reaction yield, written as a fraction of the theoretical maximum amount of product (1.0 means a 100% yield; for example, 0.34 means a 34% yield). No catalyst specified. The yield is 0.790. The product is [C:1]([O:5][C:6]([N:8]1[CH2:9][CH:10]2[CH:14]([CH2:13][N:12]([C:16]3[CH:17]=[N:18][C:19]([O:26][C:27]4[CH:28]=[CH:29][C:30]([O:33][C:34]5[CH:39]=[CH:38][CH:37]=[C:36]([F:40])[CH:35]=5)=[CH:31][CH:32]=4)=[C:20]([C:22](=[O:24])[NH2:41])[CH:21]=3)[CH2:11]2)[CH2:15]1)=[O:7])([CH3:3])([CH3:2])[CH3:4]. The reactants are [C:1]([O:5][C:6]([N:8]1[CH2:15][CH:14]2[CH:10]([CH2:11][N:12]([C:16]3[CH:17]=[N:18][C:19]([O:26][C:27]4[CH:32]=[CH:31][C:30]([O:33][C:34]5[CH:39]=[CH:38][CH:37]=[C:36]([F:40])[CH:35]=5)=[CH:29][CH:28]=4)=[C:20]([C:22]([O:24]C)=O)[CH:21]=3)[CH2:13]2)[CH2:9]1)=[O:7])([CH3:4])([CH3:3])[CH3:2].[NH3:41].